From a dataset of Forward reaction prediction with 1.9M reactions from USPTO patents (1976-2016). Predict the product of the given reaction. (1) Given the reactants [F:1][C:2]1[CH:7]=[CH:6][CH:5]=[CH:4][C:3]=1[C:8](=O)[CH2:9][C:10]#[N:11].[CH3:13][NH:14][NH2:15], predict the reaction product. The product is: [F:1][C:2]1[CH:7]=[CH:6][CH:5]=[CH:4][C:3]=1[C:8]1[CH:9]=[C:10]([NH2:11])[N:14]([CH3:13])[N:15]=1. (2) Given the reactants [ClH:1].[C:2](OC)(OC)(OC)[CH3:3].[NH2:10][C:11]1[C:12]([NH:29][CH3:30])=[N:13][C:14](Cl)=[CH:15][C:16]=1[NH:17][CH2:18][C:19]1[C:24]([CH3:25])=[CH:23][CH:22]=[CH:21][C:20]=1[CH2:26][CH3:27], predict the reaction product. The product is: [Cl:1][C:14]1[N:13]=[C:12]2[N:29]([CH3:30])[C:2]([CH3:3])=[N:10][C:11]2=[C:16]([NH:17][CH2:18][C:19]2[C:24]([CH3:25])=[CH:23][CH:22]=[CH:21][C:20]=2[CH2:26][CH3:27])[CH:15]=1.